From a dataset of Forward reaction prediction with 1.9M reactions from USPTO patents (1976-2016). Predict the product of the given reaction. (1) Given the reactants [C:1]([O:9][CH2:10][C:11]([C:13]1[CH:18]=[C:17]([C:19]([F:22])([F:21])[F:20])[CH:16]=[C:15]([Cl:23])[CH:14]=1)=O)(=O)[CH2:2][CH2:3][C:4]([O:6][CH3:7])=[O:5].C([NH2:27])(=O)C.B(F)(F)F.CCOCC, predict the reaction product. The product is: [Cl:23][C:15]1[CH:14]=[C:13]([C:11]2[N:27]=[C:1]([CH2:2][CH2:3][C:4]([O:6][CH3:7])=[O:5])[O:9][CH:10]=2)[CH:18]=[C:17]([C:19]([F:22])([F:21])[F:20])[CH:16]=1. (2) The product is: [Cl:16][C:13]1[C:14](=[O:15])[C:9]([OH:8])=[CH:10][N:11]([CH3:17])[C:12]=1[CH3:18]. Given the reactants C([O:8][C:9]1[C:14](=[O:15])[C:13]([Cl:16])=[CH:12][N:11]([CH3:17])[CH:10]=1)C1C=CC=CC=1.[CH2:18](O)C, predict the reaction product. (3) Given the reactants [CH3:1][N:2]1[C:6]([C:7]2[CH:8]=[C:9]([NH2:21])[CH:10]=[CH:11][C:12]=2[O:13][CH2:14][CH2:15][N:16]2[CH2:20][CH2:19][CH2:18][CH2:17]2)=[CH:5][CH:4]=[N:3]1.[F:22][C:23]([F:34])([F:33])[C:24]1[CH:32]=[CH:31][C:27]([C:28](O)=[O:29])=[CH:26][CH:25]=1.CN(C(ON1N=NC2C=CC=NC1=2)=[N+](C)C)C.F[P-](F)(F)(F)(F)F.C(N(CC)CC)C, predict the reaction product. The product is: [CH3:1][N:2]1[C:6]([C:7]2[CH:8]=[C:9]([NH:21][C:28](=[O:29])[C:27]3[CH:31]=[CH:32][C:24]([C:23]([F:22])([F:33])[F:34])=[CH:25][CH:26]=3)[CH:10]=[CH:11][C:12]=2[O:13][CH2:14][CH2:15][N:16]2[CH2:20][CH2:19][CH2:18][CH2:17]2)=[CH:5][CH:4]=[N:3]1. (4) Given the reactants C(Cl)(Cl)Cl.[F:5][C:6]1([F:17])[O:10][C:9]2[CH:11]=[CH:12][C:13]([CH2:15][OH:16])=[CH:14][C:8]=2[O:7]1, predict the reaction product. The product is: [F:17][C:6]1([F:5])[O:10][C:9]2[CH:11]=[CH:12][C:13]([CH:15]=[O:16])=[CH:14][C:8]=2[O:7]1. (5) The product is: [Cl:1][C:2]1[C:3]([CH2:15][CH2:16][C:17]2[CH:22]=[CH:21][CH:20]=[CH:19][C:18]=2[CH:23]([CH3:27])[C:24]([NH2:26])=[O:25])=[N:4][C:5]([NH:8][C:9]2[CH:10]=[N:11][CH:14]=[N:12][CH:13]=2)=[N:6][CH:7]=1. Given the reactants [Cl:1][C:2]1[C:3]([CH2:15][CH2:16][C:17]2[CH:22]=[CH:21][CH:20]=[CH:19][C:18]=2[CH:23]([CH3:27])[C:24]([NH2:26])=[O:25])=[N:4][C:5]([NH:8][C:9]2[CH:10]=[N:11][N:12]([CH3:14])[CH:13]=2)=[N:6][CH:7]=1.NC1C=NC=NC=1.CC1(C)C2C(=C(P(C3C=CC=CC=3)C3C=CC=CC=3)C=CC=2)OC2C(P(C3C=CC=CC=3)C3C=CC=CC=3)=CC=CC1=2.C([O-])([O-])=O.[Cs+].[Cs+], predict the reaction product.